This data is from Forward reaction prediction with 1.9M reactions from USPTO patents (1976-2016). The task is: Predict the product of the given reaction. Given the reactants [CH2:1]([O:8][C:9]([N:11]1[CH2:17][CH2:16][CH2:15][CH2:14][C:13]2[CH:18]=[C:19]([N:22]3[CH2:26][CH:25]([CH2:27]OS(C)(=O)=O)[O:24][C:23]3=[O:33])[CH:20]=[CH:21][C:12]1=2)=[O:10])[C:2]1[CH:7]=[CH:6][CH:5]=[CH:4][CH:3]=1.[N-:34]=[N+:35]=[N-:36].[Na+], predict the reaction product. The product is: [CH2:1]([O:8][C:9]([N:11]1[CH2:17][CH2:16][CH2:15][CH2:14][C:13]2[CH:18]=[C:19]([N:22]3[CH2:26][CH:25]([CH2:27][N:34]=[N+:35]=[N-:36])[O:24][C:23]3=[O:33])[CH:20]=[CH:21][C:12]1=2)=[O:10])[C:2]1[CH:7]=[CH:6][CH:5]=[CH:4][CH:3]=1.